From a dataset of Catalyst prediction with 721,799 reactions and 888 catalyst types from USPTO. Predict which catalyst facilitates the given reaction. (1) Reactant: [Cl:1][C:2]1[CH:7]=[C:6]([N+:8]([O-])=O)[CH:5]=[C:4]([Cl:11])[C:3]=1[C:12]1[CH:17]=[CH:16][C:15]([F:18])=[CH:14][CH:13]=1.[Cl-].[NH4+].O. Product: [Cl:1][C:2]1[CH:7]=[C:6]([NH2:8])[CH:5]=[C:4]([Cl:11])[C:3]=1[C:12]1[CH:13]=[CH:14][C:15]([F:18])=[CH:16][CH:17]=1. The catalyst class is: 415. (2) Product: [CH3:13][C:10]1[C:9]2[NH:8][C:7](=[O:14])[CH2:6][CH2:5][C:4]=2[C:3]([CH:1]=[O:16])=[CH:12][CH:11]=1. Reactant: [C:1]([C:3]1[CH:12]=[CH:11][C:10]([CH3:13])=[C:9]2[C:4]=1[CH2:5][CH2:6][C:7](=[O:14])[NH:8]2)#N.C(O)=[O:16]. The catalyst class is: 181. (3) Reactant: [C:1]([CH:3]([CH:6]1[CH2:11][CH2:10][N:9]([C:12]([O:14][C:15]([CH3:18])([CH3:17])[CH3:16])=[O:13])[CH2:8][CH2:7]1)[CH:4]=O)#[N:2].C(N(CC)CC)C.[CH3:26][S:27](Cl)(=O)=O.[C:31]([O:34][CH2:35][CH2:36]S)(=[O:33])C.[O-]CC.[Na+]. Product: [NH2:2][C:1]1[C:3]([CH:6]2[CH2:11][CH2:10][N:9]([C:12]([O:14][C:15]([CH3:18])([CH3:17])[CH3:16])=[O:13])[CH2:8][CH2:7]2)=[CH:4][S:27][C:26]=1[C:31]([O:34][CH2:35][CH3:36])=[O:33]. The catalyst class is: 526. (4) Reactant: Cl[C:2]1[CH:7]=[N:6][C:5]([Cl:8])=[CH:4][N:3]=1.[NH:9]1[CH:13]=[N:12][CH:11]=[N:10]1.C(=O)([O-])[O-].[Cs+].[Cs+].O. Product: [Cl:8][C:5]1[CH:4]=[N:3][C:2]([N:9]2[CH:13]=[N:12][CH:11]=[N:10]2)=[CH:7][N:6]=1. The catalyst class is: 3. (5) Reactant: [S:1]1([C:12]2[C:7](=[CH:8][CH:9]=[CH:10][CH:11]=2)[C:5](=[O:6])[NH:4]1)(=[O:3])=[O:2].[H-].[Na+].Br[CH2:16][CH2:17][CH2:18][CH2:19][CH2:20][CH2:21][O:22][Si:23]([C:26]([CH3:29])([CH3:28])[CH3:27])([CH3:25])[CH3:24]. Product: [Si:23]([O:22][CH2:21][CH2:20][CH2:19][CH2:18][CH2:17][CH2:16][N:4]1[C:5](=[O:6])[C:7]2[C:12](=[CH:11][CH:10]=[CH:9][CH:8]=2)[S:1]1(=[O:2])=[O:3])([C:26]([CH3:27])([CH3:28])[CH3:29])([CH3:25])[CH3:24]. The catalyst class is: 303.